From a dataset of Full USPTO retrosynthesis dataset with 1.9M reactions from patents (1976-2016). Predict the reactants needed to synthesize the given product. (1) Given the product [CH2:28]([C:30]1[CH:35]=[CH:34][CH:33]=[C:32]([CH3:36])[C:31]=1[NH:37][C:38]([NH:40][C:2]([NH:1][CH2:4][CH2:5][C:6]1[CH:11]=[CH:10][CH:9]=[C:8]([C:12]2[N:16]=[CH:15][N:14]([C:17]3[CH:22]=[CH:21][C:20]([O:23][C:24]([F:26])([F:25])[F:27])=[CH:19][CH:18]=3)[N:13]=2)[CH:7]=1)=[O:3])=[S:39])[CH3:29], predict the reactants needed to synthesize it. The reactants are: [N:1]([CH2:4][CH2:5][C:6]1[CH:7]=[C:8]([C:12]2[N:16]=[CH:15][N:14]([C:17]3[CH:22]=[CH:21][C:20]([O:23][C:24]([F:27])([F:26])[F:25])=[CH:19][CH:18]=3)[N:13]=2)[CH:9]=[CH:10][CH:11]=1)=[C:2]=[O:3].[CH2:28]([C:30]1[CH:35]=[CH:34][CH:33]=[C:32]([CH3:36])[C:31]=1[NH:37][C:38]([NH2:40])=[S:39])[CH3:29]. (2) The reactants are: Cl.[Cl:2][C:3]1[CH:8]=[CH:7][CH:6]=[C:5]([Cl:9])[C:4]=1[NH:10][NH2:11].C([O-])([O-])=O.[K+].[K+].[CH3:18][C:19]([O:22][C:23](O[C:23]([O:22][C:19]([CH3:21])([CH3:20])[CH3:18])=[O:24])=[O:24])([CH3:21])[CH3:20]. Given the product [Cl:2][C:3]1[CH:8]=[CH:7][CH:6]=[C:5]([Cl:9])[C:4]=1[NH:10][NH:11][C:23]([O:22][C:19]([CH3:21])([CH3:20])[CH3:18])=[O:24], predict the reactants needed to synthesize it. (3) Given the product [Br:15][C:7]1[C:6]([NH2:9])=[CH:5][CH:4]=[C:3]([O:2][CH3:1])[N:8]=1, predict the reactants needed to synthesize it. The reactants are: [CH3:1][O:2][C:3]1[N:8]=[CH:7][C:6]([NH2:9])=[CH:5][CH:4]=1.C([O-])(=O)C.[Na+].[Br:15]Br.[OH-].[Na+].